This data is from Catalyst prediction with 721,799 reactions and 888 catalyst types from USPTO. The task is: Predict which catalyst facilitates the given reaction. Reactant: [CH3:1][O:2][CH2:3][CH:4]1[C:9]2([C:10]3[CH:15]=[CH:14][C:13]([N:16]4[CH2:20][CH2:19][CH2:18][C:17]4=O)=[CH:12][CH:11]=3)[CH:5]1[CH2:6][N:7]([C:22]([O:24][C:25]([CH3:28])([CH3:27])[CH3:26])=[O:23])[CH2:8]2.S(C)C.CO. Product: [CH3:1][O:2][CH2:3][CH:4]1[C:9]2([C:10]3[CH:11]=[CH:12][C:13]([N:16]4[CH2:20][CH2:19][CH2:18][CH2:17]4)=[CH:14][CH:15]=3)[CH:5]1[CH2:6][N:7]([C:22]([O:24][C:25]([CH3:28])([CH3:27])[CH3:26])=[O:23])[CH2:8]2. The catalyst class is: 1.